Dataset: Full USPTO retrosynthesis dataset with 1.9M reactions from patents (1976-2016). Task: Predict the reactants needed to synthesize the given product. (1) Given the product [C:17]([O:21][C:22]([N:6]1[C@H:7]([C:8]2[CH:13]=[CH:12][CH:11]=[CH:10][CH:9]=2)[C@H:4]([O:3][Si:2]([CH3:16])([CH3:15])[CH3:1])[C:5]1=[O:14])=[O:23])([CH3:20])([CH3:19])[CH3:18], predict the reactants needed to synthesize it. The reactants are: [CH3:1][Si:2]([CH3:16])([CH3:15])[O:3][C@H:4]1[C@@H:7]([C:8]2[CH:13]=[CH:12][CH:11]=[CH:10][CH:9]=2)[NH:6][C:5]1=[O:14].[C:17]([O:21][C:22](O[C:22]([O:21][C:17]([CH3:20])([CH3:19])[CH3:18])=[O:23])=[O:23])([CH3:20])([CH3:19])[CH3:18]. (2) The reactants are: [CH3:1][C@H:2]1[CH2:7][O:6][CH2:5][CH2:4][N:3]1[C:8]1[N:12]2[CH:13]=[C:14]([O:17][C@H:18]3[C:27]4[C:22](=[CH:23][CH:24]=[CH:25][CH:26]=4)[C@@H:21]([NH2:28])[CH2:20][CH2:19]3)[CH:15]=[CH:16][C:11]2=[N:10][N:9]=1.ClC(Cl)(Cl)C[O:32][C:33](=O)[NH:34][C:35]1[N:36]([C:44]2[CH:49]=[CH:48][CH:47]=[C:46]([O:50][CH2:51][CH2:52][O:53][CH:54]3[CH2:59][CH2:58][CH2:57][CH2:56][O:55]3)[CH:45]=2)[N:37]=[C:38]([C:40]([CH3:43])([CH3:42])[CH3:41])[CH:39]=1.CCN(C(C)C)C(C)C. Given the product [C:40]([C:38]1[CH:39]=[C:35]([NH:34][C:33]([NH:28][C@@H:21]2[C:22]3[C:27](=[CH:26][CH:25]=[CH:24][CH:23]=3)[C@H:18]([O:17][C:14]3[CH:15]=[CH:16][C:11]4[N:12]([C:8]([N:3]5[CH2:4][CH2:5][O:6][CH2:7][C@@H:2]5[CH3:1])=[N:9][N:10]=4)[CH:13]=3)[CH2:19][CH2:20]2)=[O:32])[N:36]([C:44]2[CH:49]=[CH:48][CH:47]=[C:46]([O:50][CH2:51][CH2:52][O:53][CH:54]3[CH2:59][CH2:58][CH2:57][CH2:56][O:55]3)[CH:45]=2)[N:37]=1)([CH3:43])([CH3:41])[CH3:42], predict the reactants needed to synthesize it. (3) Given the product [C:1]([O:5][C:6](=[O:19])[NH:7][CH:8]([C:12]1[CH:13]=[N:14][CH:15]=[C:16]([S:21][CH3:20])[CH:17]=1)[CH2:9][CH2:10][CH3:11])([CH3:4])([CH3:3])[CH3:2], predict the reactants needed to synthesize it. The reactants are: [C:1]([O:5][C:6](=[O:19])[NH:7][CH:8]([C:12]1[CH:13]=[N:14][CH:15]=[C:16](Br)[CH:17]=1)[CH2:9][CH2:10][CH3:11])([CH3:4])([CH3:3])[CH3:2].[CH3:20][S-:21].[Na+].O.